From a dataset of hERG Central: cardiac toxicity at 1µM, 10µM, and general inhibition. Predict hERG channel inhibition at various concentrations. (1) The drug is O=C(Nc1cccc(S(=O)(=O)N2CCCCCC2)c1)C1CCN(C(=O)c2ccc(F)cc2)CC1. Results: hERG_inhib (hERG inhibition (general)): blocker. (2) The compound is CC(CCc1ccc(O)cc1)NCCC(c1ccccc1)c1ccccc1. Results: hERG_inhib (hERG inhibition (general)): blocker. (3) The drug is Cn1c(=O)[nH]c(=O)c2c1nc(SCCN1CCCCC1)n2Cc1ccccc1. Results: hERG_inhib (hERG inhibition (general)): blocker.